From a dataset of Reaction yield outcomes from USPTO patents with 853,638 reactions. Predict the reaction yield, written as a fraction of the theoretical maximum amount of product (1.0 means a 100% yield; for example, 0.34 means a 34% yield). (1) The reactants are C([O-])(=O)C.[NH4+].[OH:6][C:7]1[CH:8]=[C:9]([CH:12]=[CH:13][C:14]=1[OH:15])[CH:10]=O.[N+:16]([CH3:19])([O-:18])=[O:17]. No catalyst specified. The product is [N+:16]([CH:19]=[CH:10][C:9]1[CH:8]=[C:7]([OH:6])[C:14]([OH:15])=[CH:13][CH:12]=1)([O-:18])=[O:17]. The yield is 0.610. (2) The reactants are [CH:1]([O:4][C:5]1[CH:6]=[CH:7][C:8]([C:12]([O:14]C)=[O:13])=[N:9][C:10]=1[CH3:11])([CH3:3])[CH3:2].[Li+].[OH-].O.CCOC(C)=O. The catalyst is C1COCC1.O. The product is [CH:1]([O:4][C:5]1[CH:6]=[CH:7][C:8]([C:12]([OH:14])=[O:13])=[N:9][C:10]=1[CH3:11])([CH3:3])[CH3:2]. The yield is 0.740. (3) The product is [Br:7][C:8]1[CH:9]=[C:10]([S:14]([NH:1][C:2]([CH3:6])([CH3:5])[CH2:3][OH:4])(=[O:16])=[O:15])[CH:11]=[CH:12][CH:13]=1. No catalyst specified. The reactants are [NH2:1][C:2]([CH3:6])([CH3:5])[CH2:3][OH:4].[Br:7][C:8]1[CH:9]=[C:10]([S:14](Cl)(=[O:16])=[O:15])[CH:11]=[CH:12][CH:13]=1. The yield is 0.890.